From a dataset of Forward reaction prediction with 1.9M reactions from USPTO patents (1976-2016). Predict the product of the given reaction. (1) Given the reactants [F:1][C:2]1[CH:7]=[CH:6][C:5]([C:8]2[C:12]([CH2:13][O:14][C:15]3[CH:23]=[CH:22][C:18]([C:19]([OH:21])=O)=[CH:17][N:16]=3)=[C:11]([CH3:24])[O:10][N:9]=2)=[CH:4][CH:3]=1.[CH:25]1([CH2:28][NH2:29])[CH2:27][CH2:26]1, predict the reaction product. The product is: [CH:25]1([CH2:28][NH:29][C:19](=[O:21])[C:18]2[CH:22]=[CH:23][C:15]([O:14][CH2:13][C:12]3[C:8]([C:5]4[CH:4]=[CH:3][C:2]([F:1])=[CH:7][CH:6]=4)=[N:9][O:10][C:11]=3[CH3:24])=[N:16][CH:17]=2)[CH2:27][CH2:26]1. (2) Given the reactants [Br:1][C:2]1[CH:7]=[CH:6][C:5]([NH:8][C:9](=O)[C:10]2[CH:15]=[CH:14][C:13]([C:16]([F:19])([F:18])[F:17])=[CH:12][C:11]=2[F:20])=[CH:4][CH:3]=1.COC1C=CC(P2(=S)SP(=S)(C3C=CC(OC)=CC=3)[S:31]2)=CC=1, predict the reaction product. The product is: [Br:1][C:2]1[CH:7]=[CH:6][C:5]([NH:8][C:9]([C:10]2[CH:15]=[CH:14][C:13]([C:16]([F:19])([F:18])[F:17])=[CH:12][C:11]=2[F:20])=[S:31])=[CH:4][CH:3]=1. (3) Given the reactants [CH3:1][O:2][C:3]1[CH:4]=[C:5]([CH:26]=[CH:27][C:28]=1[O:29][CH3:30])[CH2:6][N:7]1[C:16](=[O:17])[C:15]2[C:10](=[CH:11][CH:12]=[C:13](I)[CH:14]=2)[N:9]([CH:19]2[CH2:24][CH2:23][O:22][CH2:21][CH2:20]2)[C:8]1=[O:25].[CH2:31](C([Sn])=C(CCCC)CCCC)[CH2:32]CC, predict the reaction product. The product is: [CH3:1][O:2][C:3]1[CH:4]=[C:5]([CH:26]=[CH:27][C:28]=1[O:29][CH3:30])[CH2:6][N:7]1[C:16](=[O:17])[C:15]2[C:10](=[CH:11][CH:12]=[C:13]([CH:31]=[CH2:32])[CH:14]=2)[N:9]([CH:19]2[CH2:24][CH2:23][O:22][CH2:21][CH2:20]2)[C:8]1=[O:25]. (4) Given the reactants [N+:1]([C:4]1[C:9]2[NH:10][CH:11]([CH2:14][OH:15])[CH2:12][O:13][C:8]=2[CH:7]=[CH:6][CH:5]=1)([O-:3])=[O:2].C(N(CC)C(C)C)(C)C.[C:25]1([CH3:35])[CH:30]=[CH:29][C:28]([S:31](Cl)(=[O:33])=[O:32])=[CH:27][CH:26]=1, predict the reaction product. The product is: [N+:1]([C:4]1[C:9]2[NH:10][CH:11]([CH2:14][O:15][S:31]([C:28]3[CH:29]=[CH:30][C:25]([CH3:35])=[CH:26][CH:27]=3)(=[O:33])=[O:32])[CH2:12][O:13][C:8]=2[CH:7]=[CH:6][CH:5]=1)([O-:3])=[O:2]. (5) Given the reactants C[O:2][C:3](=O)[CH2:4][C:5]1[CH:10]=[CH:9][CH:8]=[C:7]([O:11][CH2:12][CH2:13][CH2:14][N:15]([CH2:30][C:31]2[CH:36]=[CH:35][CH:34]=[C:33]([C:37]([F:40])([F:39])[F:38])[C:32]=2[Cl:41])[CH2:16][CH:17]([C:24]2[CH:29]=[CH:28][CH:27]=[CH:26][CH:25]=2)[C:18]2[CH:23]=[CH:22][CH:21]=[CH:20][CH:19]=2)[CH:6]=1.CC(C[AlH]CC(C)C)C, predict the reaction product. The product is: [Cl:41][C:32]1[C:33]([C:37]([F:38])([F:39])[F:40])=[CH:34][CH:35]=[CH:36][C:31]=1[CH2:30][N:15]([CH2:16][CH:17]([C:24]1[CH:25]=[CH:26][CH:27]=[CH:28][CH:29]=1)[C:18]1[CH:23]=[CH:22][CH:21]=[CH:20][CH:19]=1)[CH2:14][CH2:13][CH2:12][O:11][C:7]1[CH:6]=[C:5]([CH2:4][CH:3]=[O:2])[CH:10]=[CH:9][CH:8]=1. (6) Given the reactants [CH2:1]([N:8]([CH2:19][CH2:20][OH:21])[C:9](=[O:18])[C:10]1[CH:15]=[CH:14][N+:13]([O-:16])=[CH:12][C:11]=1F)[C:2]1[CH:7]=[CH:6][CH:5]=[CH:4][CH:3]=1.[H-].[Na+].O, predict the reaction product. The product is: [CH2:1]([N:8]1[C:9](=[O:18])[C:10]2[CH:15]=[CH:14][N+:13]([O-:16])=[CH:12][C:11]=2[O:21][CH2:20][CH2:19]1)[C:2]1[CH:7]=[CH:6][CH:5]=[CH:4][CH:3]=1.